From a dataset of Peptide-MHC class II binding affinity with 134,281 pairs from IEDB. Regression. Given a peptide amino acid sequence and an MHC pseudo amino acid sequence, predict their binding affinity value. This is MHC class II binding data. (1) The peptide sequence is PPFGDSYIIVGRGDS. The MHC is DRB1_0301 with pseudo-sequence DRB1_0301. The binding affinity (normalized) is 0. (2) The peptide sequence is KRHRLIGAVVLAVSV. The MHC is HLA-DQA10301-DQB10302 with pseudo-sequence HLA-DQA10301-DQB10302. The binding affinity (normalized) is 0.242. (3) The MHC is DRB1_0401 with pseudo-sequence DRB1_0401. The peptide sequence is GEEYLILSARDVLAV. The binding affinity (normalized) is 0.0397. (4) The peptide sequence is YQRSEEEKFPYIMGD. The MHC is DRB1_0404 with pseudo-sequence DRB1_0404. The binding affinity (normalized) is 0.186. (5) The peptide sequence is LWEVKSAKPLTGPMN. The MHC is HLA-DQA10102-DQB10502 with pseudo-sequence HLA-DQA10102-DQB10502. The binding affinity (normalized) is 0.283. (6) The binding affinity (normalized) is 0.562. The peptide sequence is DRVLDILEAVKLIRK. The MHC is DRB1_1101 with pseudo-sequence DRB1_1101. (7) The peptide sequence is HSLGKWLGKPDKF. The MHC is H-2-IAs with pseudo-sequence H-2-IAs. The binding affinity (normalized) is 0.680. (8) The peptide sequence is AFKVAAIAANAAPAN. The MHC is DRB1_0802 with pseudo-sequence DRB1_0802. The binding affinity (normalized) is 0.915. (9) The peptide sequence is PTPVNIIGRNMLTQIGC. The MHC is HLA-DQA10101-DQB10501 with pseudo-sequence HLA-DQA10101-DQB10501. The binding affinity (normalized) is 0.261.